Dataset: Full USPTO retrosynthesis dataset with 1.9M reactions from patents (1976-2016). Task: Predict the reactants needed to synthesize the given product. (1) The reactants are: Cl[C:2]1[C:3]2[N:10]([CH2:11][C:12]([CH3:14])=O)[CH:9]=[CH:8][C:4]=2[N:5]=[CH:6][N:7]=1.[S:15]1[C:19]2[CH:20]=[CH:21][CH:22]=[C:23]([O:24][C:25]3[CH:31]=[CH:30][C:28]([NH2:29])=[CH:27][C:26]=3[Cl:32])[C:18]=2[CH:17]=[N:16]1.C(=O)([O-])O.[Na+]. Given the product [S:15]1[C:19]2[CH:20]=[CH:21][CH:22]=[C:23]([O:24][C:25]3[CH:31]=[CH:30][C:28]([N:29]4[C:2]5[C:3]6=[C:4]([CH:8]=[CH:9][N:10]6[CH:11]=[C:12]4[CH3:14])[N:5]=[CH:6][N:7]=5)=[CH:27][C:26]=3[Cl:32])[C:18]=2[CH:17]=[N:16]1, predict the reactants needed to synthesize it. (2) Given the product [F:15][C:16]([F:29])([F:28])[S:17]([O:8][C:3]1[CH:4]=[CH:5][CH:6]=[CH:7][C:2]=1[Br:1])(=[O:19])=[O:18], predict the reactants needed to synthesize it. The reactants are: [Br:1][C:2]1[CH:7]=[CH:6][CH:5]=[CH:4][C:3]=1[OH:8].N1C=CC=CC=1.[F:15][C:16]([F:29])([F:28])[S:17](O[S:17]([C:16]([F:29])([F:28])[F:15])(=[O:19])=[O:18])(=[O:19])=[O:18].Cl.